Dataset: Full USPTO retrosynthesis dataset with 1.9M reactions from patents (1976-2016). Task: Predict the reactants needed to synthesize the given product. (1) Given the product [CH3:20][C:12]1[CH:13]=[C:14](/[CH:15]=[C:23]2\[C:22](=[O:21])[O:26][C:25]3([CH2:31][CH2:30][CH2:29][CH2:28][CH2:27]3)[O:24]\2)[CH:17]=[C:18]([CH3:19])[C:11]=1[O:10][CH2:3][C:4]1[CH:9]=[CH:8][CH:7]=[CH:6][CH:5]=1, predict the reactants needed to synthesize it. The reactants are: [Cl-].[Li+].[CH2:3]([O:10][C:11]1[C:18]([CH3:19])=[CH:17][C:14]([CH:15]=O)=[CH:13][C:12]=1[CH3:20])[C:4]1[CH:9]=[CH:8][CH:7]=[CH:6][CH:5]=1.[O:21]=[C:22]1[O:26][C:25]2([CH2:31][CH2:30][CH2:29][CH2:28][CH2:27]2)[O:24][CH:23]1P(=O)(OCC)OCC.CN(C)C(=N)N(C)C. (2) Given the product [F:1][C:2]1[CH:7]=[CH:6][C:5]([N:8]2[CH:16]=[CH:17][N:18]([C:19]3[CH:24]=[CH:23][C:22]([O:25][C:26]4[CH:31]=[CH:30][CH:29]=[CH:28][CH:27]=4)=[CH:21][CH:20]=3)[C:9]2=[O:10])=[CH:4][C:3]=1[N+:11]([O-:13])=[O:12], predict the reactants needed to synthesize it. The reactants are: [F:1][C:2]1[CH:7]=[CH:6][C:5]([N:8]=[C:9]=[O:10])=[CH:4][C:3]=1[N+:11]([O-:13])=[O:12].CO[CH:16](OC)[CH2:17][NH:18][C:19]1[CH:24]=[CH:23][C:22]([O:25][C:26]2[CH:31]=[CH:30][CH:29]=[CH:28][CH:27]=2)=[CH:21][CH:20]=1. (3) Given the product [NH:16]1[C:24]2[C:19](=[N:20][CH:21]=[CH:22][CH:23]=2)[C:18]([CH2:25][CH2:26][NH:27][C:9](=[O:10])[O:11][C:12]([CH3:13])([CH3:14])[CH3:15])=[CH:17]1, predict the reactants needed to synthesize it. The reactants are: [C:12]([O:11][C:9](O[C:9]([O:11][C:12]([CH3:15])([CH3:14])[CH3:13])=[O:10])=[O:10])([CH3:15])([CH3:14])[CH3:13].[NH:16]1[C:24]2[C:19](=[N:20][CH:21]=[CH:22][CH:23]=2)[C:18]([CH2:25][CH2:26][NH2:27])=[CH:17]1.C(N(CC)CC)C. (4) Given the product [C:1]([C:4]1[CH:9]([C:10]2[CH:17]=[CH:16][C:13]([C:14]#[N:15])=[CH:12][CH:11]=2)[N:8]2[N:18]=[N:19][N:20]=[C:7]2[N:6]([C:28]2[CH:27]=[CH:26][CH:25]=[C:24]([C:23]([F:34])([F:33])[F:22])[CH:29]=2)[C:5]=1[CH3:21])(=[O:3])[CH3:2], predict the reactants needed to synthesize it. The reactants are: [C:1]([C:4]1[CH:9]([C:10]2[CH:17]=[CH:16][C:13]([C:14]#[N:15])=[CH:12][CH:11]=2)[N:8]2[N:18]=[N:19][N:20]=[C:7]2[NH:6][C:5]=1[CH3:21])(=[O:3])[CH3:2].[F:22][C:23]([F:34])([F:33])[C:24]1[CH:25]=[C:26](B(O)O)[CH:27]=[CH:28][CH:29]=1.N1C=CC=CC=1.C(N(CC)CC)C.